From a dataset of Forward reaction prediction with 1.9M reactions from USPTO patents (1976-2016). Predict the product of the given reaction. (1) The product is: [CH:1]1([CH2:4][N:5]2[CH2:10][CH2:9][N:8]([C@@H:11]3[CH2:16][CH2:15][C@H:14]([NH:17][C:41]([C:35]4[CH:34]=[CH:33][C:32]([NH:31][C:28]5[N:27]=[CH:26][C:25]6[N:24]([CH3:44])[C:23](=[O:45])[C@H:22]([CH2:46][CH3:47])[N:21]([CH:18]([CH3:19])[CH3:20])[C:30]=6[N:29]=5)=[C:40]5[O:39][CH2:38][CH2:37][C:36]=45)=[O:42])[CH2:13][CH2:12]3)[CH2:7][CH2:6]2)[CH2:2][CH2:3]1. Given the reactants [CH:1]1([CH2:4][N:5]2[CH2:10][CH2:9][N:8]([C@@H:11]3[CH2:16][CH2:15][C@H:14]([NH2:17])[CH2:13][CH2:12]3)[CH2:7][CH2:6]2)[CH2:3][CH2:2]1.[CH:18]([N:21]1[C:30]2[N:29]=[C:28]([NH:31][C:32]3[CH:33]=[CH:34][C:35]([C:41](O)=[O:42])=[C:36]4[C:40]=3[O:39][CH2:38][CH2:37]4)[N:27]=[CH:26][C:25]=2[N:24]([CH3:44])[C:23](=[O:45])[C@@H:22]1[CH2:46][CH3:47])([CH3:20])[CH3:19].F[B-](F)(F)F.N1(OC(N(C)C)=[N+](C)C)C2C=CC=CC=2N=N1.C(N(C(C)C)CC)(C)C.N, predict the reaction product. (2) The product is: [Cl:10][C:11]1[CH:12]=[C:13]([CH:16]=[C:17]([O:20][CH3:21])[C:18]=1[O:19][C:1]1[CH:6]=[CH:5][CH:4]=[CH:3][CH:2]=1)[CH:14]=[O:15]. Given the reactants [C:1]1(B(O)O)[CH:6]=[CH:5][CH:4]=[CH:3][CH:2]=1.[Cl:10][C:11]1[CH:12]=[C:13]([CH:16]=[C:17]([O:20][CH3:21])[C:18]=1[OH:19])[CH:14]=[O:15].N1C=CC=CC=1.C(N(CC)CC)C, predict the reaction product. (3) Given the reactants [CH2:1]([O:8][C:9]1[CH:10]=[C:11](F)[C:12]([N+:22]([O-:24])=[O:23])=[C:13]([N:15]2[CH:19]=[C:18]([CH3:20])[N:17]=[C:16]2[Br:21])[CH:14]=1)[C:2]1[CH:7]=[CH:6][CH:5]=[CH:4][CH:3]=1.[OH-:26].[K+].[CH3:28]O, predict the reaction product. The product is: [CH2:1]([O:8][C:9]1[CH:10]=[C:11]([O:26][CH3:28])[C:12]([N+:22]([O-:24])=[O:23])=[C:13]([N:15]2[CH:19]=[C:18]([CH3:20])[N:17]=[C:16]2[Br:21])[CH:14]=1)[C:2]1[CH:7]=[CH:6][CH:5]=[CH:4][CH:3]=1. (4) Given the reactants [CH3:1][O:2][C:3]1[CH:8]=[CH:7][C:6]([N:9]2[C:13]3=[C:14]4[C:18](=[CH:19][CH:20]=[C:12]3[C:11]([C:21]#[N:22])=[N:10]2)[NH:17][N:16]=[CH:15]4)=[CH:5][CH:4]=1.Cl.[NH2:24][OH:25].C(=O)([O-])[O-].[Na+].[Na+], predict the reaction product. The product is: [OH:25][N:24]=[C:21]([C:11]1[C:12]2[C:13](=[C:14]3[C:18](=[CH:19][CH:20]=2)[NH:17][N:16]=[CH:15]3)[N:9]([C:6]2[CH:7]=[CH:8][C:3]([O:2][CH3:1])=[CH:4][CH:5]=2)[N:10]=1)[NH2:22]. (5) Given the reactants [CH2:1]([NH:5][C:6]([CH:8]=[CH:9][C:10]([OH:12])=O)=[O:7])[CH2:2][CH2:3][CH3:4].C([O-])(=O)C.[Na+], predict the reaction product. The product is: [CH2:1]([N:5]1[C:6](=[O:7])[CH:8]=[CH:9][C:10]1=[O:12])[CH2:2][CH2:3][CH3:4]. (6) Given the reactants [OH:1][CH2:2][C:3]1[CH:4]=[C:5]([CH2:11][OH:12])[CH:6]=[CH:7][C:8]=1[CH2:9][OH:10].CO[C:15](OC)([CH3:17])[CH3:16], predict the reaction product. The product is: [CH3:16][C:15]1([CH3:17])[O:1][CH2:2][C:3]2[CH:4]=[C:5]([CH2:11][OH:12])[CH:6]=[CH:7][C:8]=2[CH2:9][O:10]1. (7) Given the reactants C(O[C:4]([C:6]1[CH:7]=[N:8][C:9]2[C:14]([C:15]=1Cl)=[CH:13][CH:12]=[CH:11][CH:10]=2)=[O:5])C.[NH:17]([C:19]1[CH:27]=[CH:26][C:22]([C:23]([OH:25])=[O:24])=[CH:21][CH:20]=1)[NH2:18].CCCCCCC, predict the reaction product. The product is: [O:5]=[C:4]1[C:6]2=[CH:7][NH:8][C:9]3[CH:10]=[CH:11][CH:12]=[CH:13][C:14]=3[C:15]2=[N:18][N:17]1[C:19]1[CH:20]=[CH:21][C:22]([C:23]([OH:25])=[O:24])=[CH:26][CH:27]=1.